The task is: Predict which catalyst facilitates the given reaction.. This data is from Catalyst prediction with 721,799 reactions and 888 catalyst types from USPTO. (1) The catalyst class is: 4. Product: [Br:11][C:6]1[CH:5]=[N:4][C:3]2[NH:2][C:20](=[O:21])[O:10][CH2:9][C:8]=2[CH:7]=1. Reactant: Br.[NH2:2][C:3]1[C:8]([CH2:9][OH:10])=[CH:7][C:6]([Br:11])=[CH:5][N:4]=1.C(N(CC)CC)C.Cl[C:20](OC(Cl)(Cl)Cl)=[O:21]. (2) Reactant: [CH3:1][N:2]1[CH2:7][CH2:6][N:5]([CH2:8][C:9]2[CH:14]=[CH:13][C:12](/[CH:15]=[CH:16]/B3OC(C)(C)C(C)(C)O3)=[CH:11][CH:10]=2)[CH2:4][CH2:3]1.Cl[C:27]1[CH:32]=[C:31]([C:33]2[NH:42][C:36]3[N:37]=[CH:38][NH:39][C:40](=O)[C:35]=3[CH:34]=2)[CH:30]=[CH:29][N:28]=1.C([OH:46])CC. Product: [CH3:1][N:2]1[CH2:3][CH2:4][N:5]([CH2:8][C:9]2[CH:10]=[CH:11][C:12](/[CH:15]=[CH:16]/[C:27]3[CH:32]=[C:31]([C:33]4[NH:42][C:36]5=[N:37][C:38](=[O:46])[NH:39][CH:40]=[C:35]5[CH:34]=4)[CH:30]=[CH:29][N:28]=3)=[CH:13][CH:14]=2)[CH2:6][CH2:7]1. The catalyst class is: 813. (3) Reactant: [NH2:1][C:2]1[C:11]2[N:10]=[CH:9][C:8]([CH2:12][CH2:13][C:14]3[CH:19]=[CH:18][C:17]([O:20][CH3:21])=[CH:16][C:15]=3[CH3:22])=[CH:7][C:6]=2[C:5]2[CH:23]=[CH:24][C:25]([CH2:27][CH2:28][P:29](=[O:36])([O:33]CC)[O:30]CC)=[CH:26][C:4]=2[N:3]=1.C[Si](Br)(C)C. Product: [NH2:1][C:2]1[C:11]2[N:10]=[CH:9][C:8]([CH2:12][CH2:13][C:14]3[CH:19]=[CH:18][C:17]([O:20][CH3:21])=[CH:16][C:15]=3[CH3:22])=[CH:7][C:6]=2[C:5]2[CH:23]=[CH:24][C:25]([CH2:27][CH2:28][P:29](=[O:30])([OH:33])[OH:36])=[CH:26][C:4]=2[N:3]=1. The catalyst class is: 2. (4) Reactant: [CH3:1][O:2][C:3]1[CH:8]=[CH:7][C:6]([CH2:9][C:10]([OH:12])=[O:11])=[CH:5][CH:4]=1.[Li+].[CH3:14][Si]([N-][Si](C)(C)C)(C)C.[C:23]([C:25]1[CH:33]=[CH:32][C:28]([C:29](Cl)=[O:30])=[CH:27][C:26]=1[F:34])#[N:24].[NH4+].[Cl-]. Product: [CH3:14][O:11][C:10](=[O:12])[CH:9]([C:6]1[CH:5]=[CH:4][C:3]([O:2][CH3:1])=[CH:8][CH:7]=1)[C:29]([C:28]1[CH:32]=[CH:33][C:25]([C:23]#[N:24])=[C:26]([F:34])[CH:27]=1)=[O:30]. The catalyst class is: 1. (5) Reactant: [CH:1]1([C:4]2[CH:9]=[CH:8][C:7]([CH2:10][C:11]([OH:13])=O)=[CH:6][CH:5]=2)[CH2:3][CH2:2]1.[Cl-].[Br:15][C:16]1[CH:21]=[CH:20][C:19]([C@@H:22]([C:24]2[N:25]=[N:26][N:27]([CH3:29])[CH:28]=2)[NH3+:23])=[CH:18][CH:17]=1.C(Cl)CCl.C(N(CC)CC)C. Product: [Br:15][C:16]1[CH:21]=[CH:20][C:19]([C@@H:22]([C:24]2[N:25]=[N:26][N:27]([CH3:29])[CH:28]=2)[NH:23][C:11](=[O:13])[CH2:10][C:7]2[CH:6]=[CH:5][C:4]([CH:1]3[CH2:2][CH2:3]3)=[CH:9][CH:8]=2)=[CH:18][CH:17]=1. The catalyst class is: 3. (6) Reactant: [F:1][C:2]1[CH:29]=[CH:28][CH:27]=[C:26]([F:30])[C:3]=1[CH2:4][O:5][C:6]1[C:7]2[N:8]([C:17]([C:21]([O:23]CC)=[O:22])=[C:18]([CH3:20])[N:19]=2)[CH:9]=[C:10]([N:12]2[CH2:16][CH2:15][CH2:14][CH2:13]2)[CH:11]=1.[OH-].[Li+].Cl. Product: [F:30][C:26]1[CH:27]=[CH:28][CH:29]=[C:2]([F:1])[C:3]=1[CH2:4][O:5][C:6]1[C:7]2[N:8]([C:17]([C:21]([OH:23])=[O:22])=[C:18]([CH3:20])[N:19]=2)[CH:9]=[C:10]([N:12]2[CH2:13][CH2:14][CH2:15][CH2:16]2)[CH:11]=1. The catalyst class is: 36. (7) Reactant: [C:1]1([NH:7][NH2:8])[CH:6]=[CH:5][CH:4]=[CH:3][CH:2]=1.[C:9]1([N:15]([C:24]2[CH:29]=[CH:28][CH:27]=[CH:26][CH:25]=2)[C:16]2[CH:23]=[CH:22][C:19]([CH:20]=O)=[CH:18][CH:17]=2)[CH:14]=[CH:13][CH:12]=[CH:11][CH:10]=1. Product: [C:1]1([NH:7][N:8]=[CH:20][C:19]2[CH:18]=[CH:17][C:16]([N:15]([C:24]3[CH:29]=[CH:28][CH:27]=[CH:26][CH:25]=3)[C:9]3[CH:14]=[CH:13][CH:12]=[CH:11][CH:10]=3)=[CH:23][CH:22]=2)[CH:6]=[CH:5][CH:4]=[CH:3][CH:2]=1. The catalyst class is: 32. (8) Reactant: [NH2:1][C:2]1[N:6]([CH3:7])[N:5]=[C:4]([OH:8])[C:3]=1[C:9]1[CH:14]=[CH:13][C:12]([CH3:15])=[CH:11][CH:10]=1.C(=O)([O-])[O-].[K+].[K+].[F:22][C:23]1[CH:32]=[CH:31][C:26]([O:27][CH2:28][CH2:29]Br)=[CH:25][CH:24]=1. Product: [F:22][C:23]1[CH:32]=[CH:31][C:26]([O:27][CH2:28][CH2:29][O:8][C:4]2[C:3]([C:9]3[CH:14]=[CH:13][C:12]([CH3:15])=[CH:11][CH:10]=3)=[C:2]([NH2:1])[N:6]([CH3:7])[N:5]=2)=[CH:25][CH:24]=1. The catalyst class is: 9. (9) Reactant: [Cl:1][C:2]1[C:3]2[C:10]([I:11])=[CH:9][NH:8][C:4]=2[N:5]=[CH:6][N:7]=1.[H-].[Na+].[C:14]1([S:20](Cl)(=[O:22])=[O:21])[CH:19]=[CH:18][CH:17]=[CH:16][CH:15]=1. Product: [C:14]1([S:20]([N:8]2[C:4]3[N:5]=[CH:6][N:7]=[C:2]([Cl:1])[C:3]=3[C:10]([I:11])=[CH:9]2)(=[O:22])=[O:21])[CH:19]=[CH:18][CH:17]=[CH:16][CH:15]=1. The catalyst class is: 1.